From a dataset of NCI-60 drug combinations with 297,098 pairs across 59 cell lines. Regression. Given two drug SMILES strings and cell line genomic features, predict the synergy score measuring deviation from expected non-interaction effect. (1) Drug 1: C#CCC(CC1=CN=C2C(=N1)C(=NC(=N2)N)N)C3=CC=C(C=C3)C(=O)NC(CCC(=O)O)C(=O)O. Drug 2: C1CN(CCN1C(=O)CCBr)C(=O)CCBr. Cell line: NCI-H460. Synergy scores: CSS=52.9, Synergy_ZIP=0.644, Synergy_Bliss=0.0331, Synergy_Loewe=3.06, Synergy_HSA=1.88. (2) Synergy scores: CSS=40.3, Synergy_ZIP=2.41, Synergy_Bliss=2.85, Synergy_Loewe=-2.72, Synergy_HSA=3.02. Drug 1: CCC1(CC2CC(C3=C(CCN(C2)C1)C4=CC=CC=C4N3)(C5=C(C=C6C(=C5)C78CCN9C7C(C=CC9)(C(C(C8N6C=O)(C(=O)OC)O)OC(=O)C)CC)OC)C(=O)OC)O.OS(=O)(=O)O. Drug 2: CC1=C(C(=O)C2=C(C1=O)N3CC4C(C3(C2COC(=O)N)OC)N4)N. Cell line: M14. (3) Drug 1: CC1=C2C(C(=O)C3(C(CC4C(C3C(C(C2(C)C)(CC1OC(=O)C(C(C5=CC=CC=C5)NC(=O)OC(C)(C)C)O)O)OC(=O)C6=CC=CC=C6)(CO4)OC(=O)C)O)C)O. Drug 2: C1C(C(OC1N2C=NC3=C2NC=NCC3O)CO)O. Cell line: NCIH23. Synergy scores: CSS=6.71, Synergy_ZIP=1.10, Synergy_Bliss=3.35, Synergy_Loewe=6.01, Synergy_HSA=0.964. (4) Drug 1: COC1=C(C=C2C(=C1)N=CN=C2NC3=CC(=C(C=C3)F)Cl)OCCCN4CCOCC4. Drug 2: C1=CN(C(=O)N=C1N)C2C(C(C(O2)CO)O)O.Cl. Cell line: DU-145. Synergy scores: CSS=46.1, Synergy_ZIP=-6.50, Synergy_Bliss=-5.91, Synergy_Loewe=-2.61, Synergy_HSA=-0.262. (5) Drug 1: C1CCC(C(C1)N)N.C(=O)(C(=O)[O-])[O-].[Pt+4]. Drug 2: COCCOC1=C(C=C2C(=C1)C(=NC=N2)NC3=CC=CC(=C3)C#C)OCCOC.Cl. Cell line: KM12. Synergy scores: CSS=-15.8, Synergy_ZIP=3.06, Synergy_Bliss=1.25, Synergy_Loewe=-17.7, Synergy_HSA=-13.3. (6) Synergy scores: CSS=-2.85, Synergy_ZIP=-0.181, Synergy_Bliss=-2.18, Synergy_Loewe=-5.40, Synergy_HSA=-3.08. Drug 1: CN(C)C1=NC(=NC(=N1)N(C)C)N(C)C. Drug 2: CCC(=C(C1=CC=CC=C1)C2=CC=C(C=C2)OCCN(C)C)C3=CC=CC=C3.C(C(=O)O)C(CC(=O)O)(C(=O)O)O. Cell line: SN12C. (7) Drug 1: CC1=C2C(C(=O)C3(C(CC4C(C3C(C(C2(C)C)(CC1OC(=O)C(C(C5=CC=CC=C5)NC(=O)OC(C)(C)C)O)O)OC(=O)C6=CC=CC=C6)(CO4)OC(=O)C)O)C)O. Drug 2: CN(CCCl)CCCl.Cl. Cell line: IGROV1. Synergy scores: CSS=22.5, Synergy_ZIP=-9.56, Synergy_Bliss=-4.10, Synergy_Loewe=-4.56, Synergy_HSA=-4.00. (8) Drug 1: CCCCCOC(=O)NC1=NC(=O)N(C=C1F)C2C(C(C(O2)C)O)O. Drug 2: CC1=C2C(C(=O)C3(C(CC4C(C3C(C(C2(C)C)(CC1OC(=O)C(C(C5=CC=CC=C5)NC(=O)C6=CC=CC=C6)O)O)OC(=O)C7=CC=CC=C7)(CO4)OC(=O)C)O)C)OC(=O)C. Cell line: IGROV1. Synergy scores: CSS=2.69, Synergy_ZIP=-4.15, Synergy_Bliss=-4.67, Synergy_Loewe=-13.1, Synergy_HSA=-4.84. (9) Drug 1: CN(C)C1=NC(=NC(=N1)N(C)C)N(C)C. Drug 2: CC1C(C(=O)NC(C(=O)N2CCCC2C(=O)N(CC(=O)N(C(C(=O)O1)C(C)C)C)C)C(C)C)NC(=O)C3=C4C(=C(C=C3)C)OC5=C(C(=O)C(=C(C5=N4)C(=O)NC6C(OC(=O)C(N(C(=O)CN(C(=O)C7CCCN7C(=O)C(NC6=O)C(C)C)C)C)C(C)C)C)N)C. Cell line: SK-MEL-28. Synergy scores: CSS=4.46, Synergy_ZIP=8.91, Synergy_Bliss=18.4, Synergy_Loewe=14.2, Synergy_HSA=13.8.